From a dataset of Forward reaction prediction with 1.9M reactions from USPTO patents (1976-2016). Predict the product of the given reaction. (1) Given the reactants [CH3:1][O:2][C:3]1[CH:4]=[C:5]([OH:10])[CH:6]=[CH:7][C:8]=1[CH3:9].C([Mg]Cl)(C)C.[CH:16]([N:29]1[C:37]2[C:32](=[CH:33][CH:34]=[CH:35][CH:36]=2)[C:31](=[O:38])[C:30]1=[O:39])([C:23]1[CH:28]=[CH:27][CH:26]=[CH:25][CH:24]=1)[C:17]1[CH:22]=[CH:21][CH:20]=[CH:19][CH:18]=1, predict the reaction product. The product is: [C:23]1([CH:16]([C:17]2[CH:22]=[CH:21][CH:20]=[CH:19][CH:18]=2)[N:29]2[C:37]3[C:32](=[CH:33][CH:34]=[CH:35][CH:36]=3)[C:31]([OH:38])([C:6]3[CH:7]=[C:8]([CH3:9])[C:3]([O:2][CH3:1])=[CH:4][C:5]=3[OH:10])[C:30]2=[O:39])[CH:24]=[CH:25][CH:26]=[CH:27][CH:28]=1. (2) The product is: [C:1]1([NH:7][C@@H:8]2[CH2:13][CH2:12][C@H:11]([C:14]([NH2:18])=[O:16])[CH2:10][CH2:9]2)[CH:6]=[CH:5][CH:4]=[CH:3][CH:2]=1. Given the reactants [C:1]1([NH:7][C@@H:8]2[CH2:13][CH2:12][C@H:11]([C:14]([O:16]C)=O)[CH2:10][CH2:9]2)[CH:6]=[CH:5][CH:4]=[CH:3][CH:2]=1.[NH3:18], predict the reaction product. (3) Given the reactants Cl.[CH2:2]([NH:4][CH2:5][CH3:6])[CH3:3].[S:7](Cl)([Cl:10])(=[O:9])=[O:8], predict the reaction product. The product is: [CH2:2]([N:4]([CH2:5][CH3:6])[S:7]([Cl:10])(=[O:9])=[O:8])[CH3:3]. (4) Given the reactants [OH:1][C@H:2]1[CH2:6][N:5]([C:7](=[O:12])[C@@H:8]([NH:10][CH3:11])[CH3:9])[C@H:4]([C:13]([NH:15][CH2:16][C:17]2[CH:22]=[CH:21][C:20]([C:23]3[S:27][CH:26]=[N:25][C:24]=3[CH3:28])=[CH:19][CH:18]=2)=[O:14])[CH2:3]1.CCN(C(C)C)C(C)C.[CH2:38]([O:40][C:41]1[CH:42]=[C:43]([CH:47]=[CH:48][CH:49]=1)[C:44]([OH:46])=O)[CH3:39].CN(C(ON1N=NC2C=CC=NC1=2)=[N+](C)C)C.F[P-](F)(F)(F)(F)F, predict the reaction product. The product is: [CH2:38]([O:40][C:41]1[CH:42]=[C:43]([CH:47]=[CH:48][CH:49]=1)[C:44]([N:10]([C@@H:8]([CH3:9])[C:7]([N:5]1[CH2:6][C@H:2]([OH:1])[CH2:3][C@H:4]1[C:13]([NH:15][CH2:16][C:17]1[CH:22]=[CH:21][C:20]([C:23]2[S:27][CH:26]=[N:25][C:24]=2[CH3:28])=[CH:19][CH:18]=1)=[O:14])=[O:12])[CH3:11])=[O:46])[CH3:39]. (5) Given the reactants [CH3:1][CH2:2][Mg+].[Br-].[Zn](CC)CC.Cl[C:11]1[CH:20]=[CH:19][C:14]([C:15]([O:17][CH3:18])=[O:16])=[CH:13][CH:12]=1, predict the reaction product. The product is: [CH3:18][O:17][C:15](=[O:16])[C:14]1[CH:19]=[CH:20][C:11]([CH2:2][CH3:1])=[CH:12][CH:13]=1.